From a dataset of Forward reaction prediction with 1.9M reactions from USPTO patents (1976-2016). Predict the product of the given reaction. (1) Given the reactants [CH3:1][C:2]1([CH3:20])[CH2:5][N:4]([C:6]2[CH:11]=[CH:10][C:9]([C:12]([F:15])([F:14])[F:13])=[CH:8][C:7]=2[N+:16]([O-])=O)[C:3]1=[O:19], predict the reaction product. The product is: [NH2:16][C:7]1[CH:8]=[C:9]([C:12]([F:13])([F:14])[F:15])[CH:10]=[CH:11][C:6]=1[N:4]1[CH2:5][C:2]([CH3:1])([CH3:20])[C:3]1=[O:19]. (2) Given the reactants [NH2:1][C:2]1[N:11]=[C:10]2[C:5]([C:6]([C:13]([F:16])([F:15])[F:14])=[CH:7][C:8]([OH:12])=[N:9]2)=[CH:4][CH:3]=1.Br[CH2:18][C:19](=O)[C:20]([O:22][CH3:23])=[O:21], predict the reaction product. The product is: [OH:12][C:8]1[CH:7]=[C:6]([C:13]([F:16])([F:15])[F:14])[C:5]2[CH:4]=[CH:3][C:2]3[N:11]([CH:18]=[C:19]([C:20]([O:22][CH3:23])=[O:21])[N:1]=3)[C:10]=2[N:9]=1. (3) Given the reactants C(O[C:5](=[O:7])C)(=O)C.C(O)=O.[Cl:11][C:12]1[CH:13]=[CH:14][C:15]([N:18]2[CH2:23][CH2:22][N:21]([S:24]([CH2:27][CH:28]([NH:38][OH:39])[CH2:29][CH2:30][C:31]3[N:36]=[CH:35][C:34]([F:37])=[CH:33][N:32]=3)(=[O:26])=[O:25])[CH2:20][CH2:19]2)=[N:16][CH:17]=1, predict the reaction product. The product is: [Cl:11][C:12]1[CH:13]=[CH:14][C:15]([N:18]2[CH2:19][CH2:20][N:21]([S:24]([CH2:27][CH:28]([N:38]([OH:39])[CH:5]=[O:7])[CH2:29][CH2:30][C:31]3[N:36]=[CH:35][C:34]([F:37])=[CH:33][N:32]=3)(=[O:25])=[O:26])[CH2:22][CH2:23]2)=[N:16][CH:17]=1.